From a dataset of Buchwald-Hartwig C-N cross coupling reaction yields with 55,370 reactions. Predict the reaction yield, written as a fraction of the theoretical maximum amount of product (1.0 means a 100% yield; for example, 0.34 means a 34% yield). (1) The reactants are FC(F)(F)c1ccc(I)cc1.Cc1ccc(N)cc1.O=S(=O)(O[Pd]1c2ccccc2-c2ccccc2N~1)C(F)(F)F.CC(C)c1cc(C(C)C)c(-c2ccccc2P(C(C)(C)C)C(C)(C)C)c(C(C)C)c1.CN(C)C(=NC(C)(C)C)N(C)C.c1ccc(-c2ccno2)cc1. No catalyst specified. The product is Cc1ccc(Nc2ccc(C(F)(F)F)cc2)cc1. The yield is 0.437. (2) The reactants are Ic1ccccn1.Cc1ccc(N)cc1.O=S(=O)(O[Pd]1c2ccccc2-c2ccccc2N~1)C(F)(F)F.COc1ccc(OC)c(P(C(C)(C)C)C(C)(C)C)c1-c1c(C(C)C)cc(C(C)C)cc1C(C)C.CN1CCCN2CCCN=C12.CCOC(=O)c1cc(OC)no1. No catalyst specified. The product is Cc1ccc(Nc2ccccn2)cc1. The yield is 0.911. (3) The reactants are CCc1ccc(I)cc1.Cc1ccc(N)cc1.O=S(=O)(O[Pd]1c2ccccc2-c2ccccc2N~1)C(F)(F)F.CC(C)c1cc(C(C)C)c(-c2ccccc2P(C2CCCCC2)C2CCCCC2)c(C(C)C)c1.CN(C)C(=NC(C)(C)C)N(C)C.Cc1cc(-c2ccccc2)on1. No catalyst specified. The product is CCc1ccc(Nc2ccc(C)cc2)cc1. The yield is 0.301. (4) The reactants are Brc1cccnc1.Cc1ccc(N)cc1.O=S(=O)(O[Pd]1c2ccccc2-c2ccccc2N~1)C(F)(F)F.COc1ccc(OC)c(P([C@]23C[C@H]4C[C@H](C[C@H](C4)C2)C3)[C@]23C[C@H]4C[C@H](C[C@H](C4)C2)C3)c1-c1c(C(C)C)cc(C(C)C)cc1C(C)C.CN(C)C(=NC(C)(C)C)N(C)C.Cc1cc(-n2cccc2)no1. No catalyst specified. The product is Cc1ccc(Nc2cccnc2)cc1. The yield is 0.593. (5) No catalyst specified. The reactants are COc1ccc(Br)cc1.Cc1ccc(N)cc1.O=S(=O)(O[Pd]1c2ccccc2-c2ccccc2N~1)C(F)(F)F.CC(C)c1cc(C(C)C)c(-c2ccccc2P(C2CCCCC2)C2CCCCC2)c(C(C)C)c1.CN1CCCN2CCCN=C12.Cc1ccon1. The product is COc1ccc(Nc2ccc(C)cc2)cc1. The yield is 0.148. (6) The reactants are Ic1ccccn1.Cc1ccc(N)cc1.O=S(=O)(O[Pd]1c2ccccc2-c2ccccc2N~1)C(F)(F)F.COc1ccc(OC)c(P([C@]23C[C@H]4C[C@H](C[C@H](C4)C2)C3)[C@]23C[C@H]4C[C@H](C[C@H](C4)C2)C3)c1-c1c(C(C)C)cc(C(C)C)cc1C(C)C.CN1CCCN2CCCN=C12.c1ccc(CN(Cc2ccccc2)c2ccon2)cc1. No catalyst specified. The product is Cc1ccc(Nc2ccccn2)cc1. The yield is 0.942. (7) The product is Cc1ccc(Nc2cccnc2)cc1. The reactants are Ic1cccnc1.Cc1ccc(N)cc1.O=S(=O)(O[Pd]1c2ccccc2-c2ccccc2N~1)C(F)(F)F.COc1ccc(OC)c(P(C(C)(C)C)C(C)(C)C)c1-c1c(C(C)C)cc(C(C)C)cc1C(C)C.CN(C)C(=NC(C)(C)C)N(C)C.c1ccc(CN(Cc2ccccc2)c2ccon2)cc1. The yield is 0.640. No catalyst specified.